From a dataset of Full USPTO retrosynthesis dataset with 1.9M reactions from patents (1976-2016). Predict the reactants needed to synthesize the given product. Given the product [CH3:27][N:28]([CH3:31])/[CH:29]=[CH:14]/[C:13]([C:11]1[C:10]([C:16]2[CH:21]=[CH:20][CH:19]=[C:18]([N+:22]([O-:24])=[O:23])[CH:17]=2)=[N:9][N:8]([CH2:7][C:6]2[CH:5]=[CH:4][C:3]([O:2][CH3:1])=[CH:26][CH:25]=2)[CH:12]=1)=[O:15], predict the reactants needed to synthesize it. The reactants are: [CH3:1][O:2][C:3]1[CH:26]=[CH:25][C:6]([CH2:7][N:8]2[CH:12]=[C:11]([C:13](=[O:15])[CH3:14])[C:10]([C:16]3[CH:21]=[CH:20][CH:19]=[C:18]([N+:22]([O-:24])=[O:23])[CH:17]=3)=[N:9]2)=[CH:5][CH:4]=1.[CH3:27][N:28]([CH3:31])[CH:29]=O.